From a dataset of Full USPTO retrosynthesis dataset with 1.9M reactions from patents (1976-2016). Predict the reactants needed to synthesize the given product. (1) Given the product [NH2:1][C:2]1[C:7]([NH:29][CH2:22][C:23]2[CH:28]=[CH:27][CH:26]=[CH:25][CH:24]=2)=[N:6][CH:5]=[N:4][C:3]=1[Cl:9], predict the reactants needed to synthesize it. The reactants are: [NH2:1][C:2]1[C:3]([Cl:9])=[N:4][CH:5]=[N:6][C:7]=1Cl.C(O)CCC.C(N(CC)CC)C.[CH2:22]([NH2:29])[C:23]1[CH:28]=[CH:27][CH:26]=[CH:25][CH:24]=1. (2) The reactants are: [Cl:1][C:2]1[CH:7]=[CH:6][C:5]([CH2:8][C:9](Cl)=[O:10])=[CH:4][CH:3]=1.[Al+3].[Cl-].[Cl-].[Cl-].[F:16][C:17]1[CH:18]=[C:19]([OH:23])[CH:20]=[CH:21][CH:22]=1.N. Given the product [Cl:1][C:2]1[CH:7]=[CH:6][C:5]([CH2:8][C:9]([C:20]2[CH:21]=[CH:22][C:17]([F:16])=[CH:18][C:19]=2[OH:23])=[O:10])=[CH:4][CH:3]=1, predict the reactants needed to synthesize it. (3) Given the product [CH3:26][C:27]1([CH3:35])[O:31][C@@H:30]([CH2:32][O:33][NH:34][C:19]([C:11]2[O:12][C:13]3=[CH:14][N:15]=[CH:16][CH:17]=[C:18]3[C:10]=2[NH:9][C:3]2[CH:4]=[CH:5][C:6]([I:8])=[CH:7][C:2]=2[F:1])=[O:21])[CH2:29][O:28]1, predict the reactants needed to synthesize it. The reactants are: [F:1][C:2]1[CH:7]=[C:6]([I:8])[CH:5]=[CH:4][C:3]=1[NH:9][C:10]1[C:18]2[C:13](=[CH:14][N:15]=[CH:16][CH:17]=2)[O:12][C:11]=1[C:19]([O:21]CC)=O.[OH-].[Na+].[CH3:26][C:27]1([CH3:35])[O:31][C@@H:30]([CH2:32][O:33][NH2:34])[CH2:29][O:28]1.C1C=CC2N(O)N=NC=2C=1.CCN(C(C)C)C(C)C. (4) Given the product [CH3:15][O:16][CH:17]1[CH2:22][CH2:21][N:20]([C:2]2[O:3][C:4]3[C:5](=[C:7]([C:11]([O:13][CH3:14])=[O:12])[CH:8]=[CH:9][CH:10]=3)[N:6]=2)[CH2:19][CH2:18]1, predict the reactants needed to synthesize it. The reactants are: Cl[C:2]1[O:3][C:4]2[C:5](=[C:7]([C:11]([O:13][CH3:14])=[O:12])[CH:8]=[CH:9][CH:10]=2)[N:6]=1.[CH3:15][O:16][CH:17]1[CH2:22][CH2:21][NH:20][CH2:19][CH2:18]1.[H-].[Na+]. (5) Given the product [F:9][C:7]1([F:10])[O:6][C:5]2[CH:11]=[CH:12][C:2]([B:16]3[O:17][C:18]([CH3:20])([CH3:19])[C:14]([CH3:30])([CH3:13])[O:15]3)=[CH:3][C:4]=2[O:8]1, predict the reactants needed to synthesize it. The reactants are: Br[C:2]1[CH:12]=[CH:11][C:5]2[O:6][C:7]([F:10])([F:9])[O:8][C:4]=2[CH:3]=1.[CH3:13][C:14]1([CH3:30])[C:18]([CH3:20])([CH3:19])[O:17][B:16]([B:16]2[O:17][C:18]([CH3:20])([CH3:19])[C:14]([CH3:30])([CH3:13])[O:15]2)[O:15]1.C([O-])(=O)C.[K+]. (6) Given the product [CH:19]1[C:28]2[C:23](=[CH:24][CH:25]=[CH:26][CH:27]=2)[CH:22]=[CH:21][C:20]=1[CH2:29][N:30]1[CH:34]=[C:33]([C:2]2[CH:7]=[CH:6][N:5]=[C:4]3[N:8]([CH2:11][O:12][CH2:13][CH2:14][Si:15]([CH3:18])([CH3:17])[CH3:16])[CH:9]=[CH:10][C:3]=23)[CH:32]=[N:31]1, predict the reactants needed to synthesize it. The reactants are: Br[C:2]1[CH:7]=[CH:6][N:5]=[C:4]2[N:8]([CH2:11][O:12][CH2:13][CH2:14][Si:15]([CH3:18])([CH3:17])[CH3:16])[CH:9]=[CH:10][C:3]=12.[CH:19]1[C:28]2[C:23](=[CH:24][CH:25]=[CH:26][CH:27]=2)[CH:22]=[CH:21][C:20]=1[CH2:29][N:30]1[CH:34]=[C:33](B2OC(C)(C)C(C)(C)O2)[CH:32]=[N:31]1.C1(C)C=CC=CC=1.C(O)C.C(=O)([O-])[O-].[K+].[K+]. (7) Given the product [S:22]([N:1]1[C:9]2[CH:8]=[CH:7][N:6]=[C:5]([C:10](=[O:12])[CH3:11])[C:4]=2[CH:3]=[CH:2]1)([C:19]1[CH:20]=[CH:21][C:16]([CH3:15])=[CH:17][CH:18]=1)(=[O:24])=[O:23], predict the reactants needed to synthesize it. The reactants are: [NH:1]1[C:9]2[CH:8]=[CH:7][N:6]=[C:5]([C:10](=[O:12])[CH3:11])[C:4]=2[CH:3]=[CH:2]1.[H-].[Na+].[CH3:15][C:16]1[CH:21]=[CH:20][C:19]([S:22](Cl)(=[O:24])=[O:23])=[CH:18][CH:17]=1.O.